From a dataset of Reaction yield outcomes from USPTO patents with 853,638 reactions. Predict the reaction yield, written as a fraction of the theoretical maximum amount of product (1.0 means a 100% yield; for example, 0.34 means a 34% yield). The reactants are [C:1]([O:5][C:6]([C:8]1[C:13]([NH2:14])=[CH:12][CH:11]=[C:10]([CH3:15])[N:9]=1)=[O:7])([CH3:4])([CH3:3])[CH3:2].C(N(C(C)C)CC)(C)C.Cl[C:26]([O:28][CH3:29])=[O:27].Cl.[OH2:31]. The catalyst is C(Cl)(Cl)Cl. The product is [C:1]([O:5][C:6]([C:8]1[C:13]([NH2:14])=[C:12]([C:26]([O:28][CH3:29])=[O:27])[CH:11]=[C:10]([CH3:15])[N+:9]=1[O-:31])=[O:7])([CH3:4])([CH3:3])[CH3:2]. The yield is 0.960.